Predict which catalyst facilitates the given reaction. From a dataset of Catalyst prediction with 721,799 reactions and 888 catalyst types from USPTO. (1) Reactant: [Cl:1][C:2]1[CH:7]=[CH:6][C:5]([C@H:8]2[N:13]([CH2:14][CH:15]3[CH2:17][CH2:16]3)[C:12](=[O:18])[C@@H:11]([CH2:19][C:20]([O:22]C(C)(C)C)=[O:21])[O:10][C@@H:9]2[C:27]2[CH:32]=[CH:31][CH:30]=[C:29]([Cl:33])[CH:28]=2)=[C:4]([F:34])[CH:3]=1.ClC1C=CC([C@H]2N(CC3CC3)C(=O)[C@H](CC(OC(C)(C)C)=O)O[C@@H]2C2C=CC=C(Cl)C=2)=C(F)C=1.FC(F)(F)C(O)=O. Product: [Cl:1][C:2]1[CH:7]=[CH:6][C:5]([C@H:8]2[N:13]([CH2:14][CH:15]3[CH2:16][CH2:17]3)[C:12](=[O:18])[C@@H:11]([CH2:19][C:20]([OH:22])=[O:21])[O:10][C@@H:9]2[C:27]2[CH:32]=[CH:31][CH:30]=[C:29]([Cl:33])[CH:28]=2)=[C:4]([F:34])[CH:3]=1. The catalyst class is: 2. (2) Reactant: C(C(O)(CCC)C#CC(=O)C)(C)(C)C.CS(OS(C)(=O)=O)(=O)=O.[C:24]([C:28](O)([CH2:34][CH:35]([CH3:38])[CH2:36][CH3:37])[C:29]#[C:30][C:31](=[O:33])[CH3:32])([CH3:27])([CH3:26])[CH3:25].C(N(CC)CC)C.Cl. Product: [C:24](/[C:28](=[CH:34]/[CH:35]([CH3:38])[CH2:36][CH3:37])/[C:29]#[C:30][C:31](=[O:33])[CH3:32])([CH3:27])([CH3:26])[CH3:25]. The catalyst class is: 4. (3) Reactant: [OH:1][C:2]1[CH:3]=[C:4]([C:8]2[C:17]3[CH2:16][CH2:15][C@H:14]4[C@H:18]([CH3:23])[C:19](=[O:22])[CH2:20][CH2:21][C@:13]4([C:24]4[CH:29]=[CH:28][CH:27]=[CH:26][CH:25]=4)[C:12]=3[N:11]=[C:10]([CH3:30])[N:9]=2)[CH:5]=[CH:6][CH:7]=1.C(N(CC)CC)C.[F:38][C:39]([F:58])([F:57])[S:40](N([S:40]([C:39]([F:58])([F:57])[F:38])(=[O:42])=[O:41])C1C=CC=CC=1)(=[O:42])=[O:41]. Product: [F:38][C:39]([F:58])([F:57])[S:40]([O:1][C:2]1[CH:7]=[CH:6][CH:5]=[C:4]([C:8]2[C:17]3[CH2:16][CH2:15][C@H:14]4[C@H:18]([CH3:23])[C:19](=[O:22])[CH2:20][CH2:21][C@:13]4([C:24]4[CH:25]=[CH:26][CH:27]=[CH:28][CH:29]=4)[C:12]=3[N:11]=[C:10]([CH3:30])[N:9]=2)[CH:3]=1)(=[O:42])=[O:41]. The catalyst class is: 112. (4) Reactant: [NH2:1][C:2]1[C:6]2[C:7]([O:11]CC3C=CC=CC=3)=[N:8][CH:9]=[CH:10][C:5]=2[N:4]([C@@:19]2([CH2:32][C:33]#[N:34])[CH2:24][O:23][C@H:22]([C:25]([O:27][C:28]([CH3:31])([CH3:30])[CH3:29])=[O:26])[CH2:21][CH2:20]2)[N:3]=1. Product: [NH2:1][C:2]1[C:6]2[C:7](=[O:11])[NH:8][CH:9]=[CH:10][C:5]=2[N:4]([C@@:19]2([CH2:32][C:33]#[N:34])[CH2:24][O:23][C@H:22]([C:25]([O:27][C:28]([CH3:29])([CH3:30])[CH3:31])=[O:26])[CH2:21][CH2:20]2)[N:3]=1. The catalyst class is: 582. (5) Reactant: [CH3:1][C:2]1[CH:7]=[C:6]([CH3:8])[N:5]=[C:4]([N:9]2[CH2:16][CH:15]3[CH:11]([CH2:12][NH:13][CH2:14]3)[CH2:10]2)[N:3]=1.[N:17]1[N:18]=[C:19]([C:22]2[CH:30]=[CH:29][CH:28]=[CH:27][C:23]=2[C:24](O)=[O:25])[NH:20][CH:21]=1.CN(C(ON1N=NC2C=CC=NC1=2)=[N+](C)C)C.F[P-](F)(F)(F)(F)F.CCN(C(C)C)C(C)C. Product: [CH3:1][C:2]1[CH:7]=[C:6]([CH3:8])[N:5]=[C:4]([N:9]2[CH2:16][CH:15]3[CH:11]([CH2:12][N:13]([C:24]([C:23]4[CH:27]=[CH:28][CH:29]=[CH:30][C:22]=4[C:19]4[NH:18][N:17]=[CH:21][N:20]=4)=[O:25])[CH2:14]3)[CH2:10]2)[N:3]=1. The catalyst class is: 399. (6) Reactant: Cl.[NH2:2][CH2:3][C@@H:4]1[O:8][C:7](=[O:9])[N:6]([C:10]2[CH:28]=[CH:27][C:13]3[C:14]4[NH:15][N:16]=[C:17]([C:22]5[O:26][N:25]=[CH:24][CH:23]=5)[C:18]=4[CH2:19][CH2:20][CH2:21][C:12]=3[CH:11]=2)[CH2:5]1.C(N(CC)CC)C.[CH:36]1([C:39](Cl)=[O:40])[CH2:38][CH2:37]1. Product: [O:26]1[C:22]([C:17]2[C:18]3[CH2:19][CH2:20][CH2:21][C:12]4[CH:11]=[C:10]([N:6]5[CH2:5][C@H:4]([CH2:3][NH:2][C:39]([CH:36]6[CH2:38][CH2:37]6)=[O:40])[O:8][C:7]5=[O:9])[CH:28]=[CH:27][C:13]=4[C:14]=3[NH:15][N:16]=2)=[CH:23][CH:24]=[N:25]1. The catalyst class is: 96. (7) Reactant: C(OC(=O)[NH:7][C:8]1[CH:13]=[CH:12][C:11]([C:14]2[CH2:18][CH:17]([C:19]3[CH:24]=[CH:23][C:22]([C:25]([F:28])([F:27])[F:26])=[CH:21][CH:20]=3)[O:16][N:15]=2)=[CH:10][CH:9]=1)(C)(C)C.FC(F)(F)C(O)=O. Product: [F:28][C:25]([F:26])([F:27])[C:22]1[CH:21]=[CH:20][C:19]([CH:17]2[O:16][N:15]=[C:14]([C:11]3[CH:12]=[CH:13][C:8]([NH2:7])=[CH:9][CH:10]=3)[CH2:18]2)=[CH:24][CH:23]=1. The catalyst class is: 2. (8) Reactant: [CH2:1]([NH:3][CH2:4][CH3:5])[CH3:2].[BH3-]C#N.[Na+].[CH2:10]([C@H:17]1[CH2:21][O:20][C:19](=[O:22])[N:18]1[C:23](=[O:53])[CH2:24][C@@H:25]([C:31]1[CH:52]=[CH:51][C:34]([O:35][CH2:36][C:37]2[S:41][C:40]([C:42]3[CH:49]=[CH:48][C:45]([CH:46]=O)=[CH:44][CH:43]=3)=[N:39][C:38]=2[CH3:50])=[CH:33][CH:32]=1)[C:26]1[CH:30]=[CH:29][O:28][N:27]=1)[C:11]1[CH:16]=[CH:15][CH:14]=[CH:13][CH:12]=1.Cl. Product: [CH2:10]([C@H:17]1[CH2:21][O:20][C:19](=[O:22])[N:18]1[C:23](=[O:53])[CH2:24][C@@H:25]([C:31]1[CH:32]=[CH:33][C:34]([O:35][CH2:36][C:37]2[S:41][C:40]([C:42]3[CH:49]=[CH:48][C:45]([CH2:46][N:3]([CH2:4][CH3:5])[CH2:1][CH3:2])=[CH:44][CH:43]=3)=[N:39][C:38]=2[CH3:50])=[CH:51][CH:52]=1)[C:26]1[CH:30]=[CH:29][O:28][N:27]=1)[C:11]1[CH:12]=[CH:13][CH:14]=[CH:15][CH:16]=1. The catalyst class is: 26. (9) Reactant: [OH-].[Li+].[Cl:3][C:4]1[C:8]([Cl:9])=[C:7]([CH3:10])[NH:6][C:5]=1[C:11]([NH:13][CH:14]1[CH2:19][CH2:18][N:17]([C:20]2[N:25]=[C:24]([C:26]([O:28]C)=[O:27])[CH:23]=[C:22]([O:30][CH3:31])[N:21]=2)[CH2:16][CH2:15]1)=[O:12]. Product: [Cl:3][C:4]1[C:8]([Cl:9])=[C:7]([CH3:10])[NH:6][C:5]=1[C:11]([NH:13][CH:14]1[CH2:19][CH2:18][N:17]([C:20]2[N:25]=[C:24]([C:26]([OH:28])=[O:27])[CH:23]=[C:22]([O:30][CH3:31])[N:21]=2)[CH2:16][CH2:15]1)=[O:12]. The catalyst class is: 5. (10) Reactant: C(N(CC)C(C)C)(C)C.[N+:10]([CH2:13][C:14]([C:16]1[CH:21]=[C:20]([F:22])[C:19]([F:23])=[CH:18][C:17]=1[F:24])=[O:15])([O-:12])=[O:11].I[CH2:26][C:27]([CH2:29]I)=[CH2:28]. Product: [CH2:26]=[C:27]1[CH2:29][C:13]([N+:10]([O-:12])=[O:11])=[C:14]([C:16]2[CH:21]=[C:20]([F:22])[C:19]([F:23])=[CH:18][C:17]=2[F:24])[O:15][CH2:28]1. The catalyst class is: 9.